Dataset: Forward reaction prediction with 1.9M reactions from USPTO patents (1976-2016). Task: Predict the product of the given reaction. (1) Given the reactants Br[C:2]1[CH:3]=[CH:4][C:5]([C:8]#[N:9])=[N:6][CH:7]=1.[CH3:10][C:11]1([CH3:27])[C:15]([CH3:17])([CH3:16])[O:14][B:13]([B:13]2[O:14][C:15]([CH3:17])([CH3:16])[C:11]([CH3:27])([CH3:10])[O:12]2)[O:12]1.C1C=CC(P(C2C=CC=CC=2)C2C=CC=CC=2)=CC=1.CC([O-])=O.[K+], predict the reaction product. The product is: [CH3:10][C:11]1([CH3:27])[C:15]([CH3:17])([CH3:16])[O:14][B:13]([C:2]2[CH:3]=[CH:4][C:5]([C:8]#[N:9])=[N:6][CH:7]=2)[O:12]1. (2) Given the reactants C(OC([NH:11][CH2:12][CH2:13][CH2:14][CH2:15][NH:16][C:17]1[C:18]2[N:19]=[CH:20][N:21]([C:34]=2[N:35]=[CH:36][N:37]=1)[C@@H:22]1[O:33][C@H:27]([C:28]([NH:30][CH2:31][CH3:32])=[O:29])[C@@H:25]([OH:26])[C@H:23]1[OH:24])=O)C1C=CC=CC=1, predict the reaction product. The product is: [NH2:11][CH2:12][CH2:13][CH2:14][CH2:15][NH:16][C:17]1[C:18]2[N:19]=[CH:20][N:21]([C:34]=2[N:35]=[CH:36][N:37]=1)[C@@H:22]1[O:33][C@H:27]([C:28]([NH:30][CH2:31][CH3:32])=[O:29])[C@@H:25]([OH:26])[C@H:23]1[OH:24]. (3) Given the reactants [CH3:1][O:2][C:3]([N:5]1[CH2:55][CH2:54][C:8]2([CH2:11][N:10]([C:12]3[C:17]([CH3:18])=[C:16]([C:19]4[C:20]([CH3:25])=[N:21][O:22][C:23]=4[CH3:24])[N:15]=[C:14]([C:26]4[CH:31]=[C:30]([O:32][CH2:33][C@H:34]([O:45][Si](C(C)(C)C)(C)C)[CH2:35][N:36](C(OC(C)(C)C)=O)[CH3:37])[CH:29]=[CH:28][C:27]=4[Cl:53])[N:13]=3)[CH2:9]2)[CH2:7][CH2:6]1)=[O:4], predict the reaction product. The product is: [CH3:1][O:2][C:3]([N:5]1[CH2:6][CH2:7][C:8]2([CH2:11][N:10]([C:12]3[C:17]([CH3:18])=[C:16]([C:19]4[C:20]([CH3:25])=[N:21][O:22][C:23]=4[CH3:24])[N:15]=[C:14]([C:26]4[CH:31]=[C:30]([O:32][CH2:33][C@H:34]([OH:45])[CH2:35][NH:36][CH3:37])[CH:29]=[CH:28][C:27]=4[Cl:53])[N:13]=3)[CH2:9]2)[CH2:54][CH2:55]1)=[O:4].